Dataset: Forward reaction prediction with 1.9M reactions from USPTO patents (1976-2016). Task: Predict the product of the given reaction. (1) Given the reactants [CH3:1][C:2]1[O:6][C:5]([C:7](Cl)=[O:8])=[CH:4][CH:3]=1.Cl.CN[O:13][CH3:14].[N:15]1[CH:20]=CC=CC=1.O, predict the reaction product. The product is: [CH3:14][O:13][CH2:20][NH:15][C:7]([C:5]1[O:6][C:2]([CH3:1])=[CH:3][CH:4]=1)=[O:8]. (2) The product is: [Br:1][C:2]1[CH:3]=[C:4]2[C:12](=[CH:13][CH:14]=1)[NH:11][C:10]1[CH:9]([NH:24][C:19]3[CH:20]=[CH:21][CH:22]=[CH:23][C:18]=3[O:17][CH3:16])[CH2:8][CH2:7][CH2:6][C:5]2=1. Given the reactants [Br:1][C:2]1[CH:3]=[C:4]2[C:12](=[CH:13][CH:14]=1)[NH:11][C:10]1[C:9](=O)[CH2:8][CH2:7][CH2:6][C:5]2=1.[CH3:16][O:17][C:18]1[C:19]([NH2:24])=[CH:20][CH:21]=[CH:22][CH:23]=1, predict the reaction product. (3) Given the reactants [F:1][C:2]1[CH:7]=[C:6]([I:8])[CH:5]=[CH:4][C:3]=1[NH:9][C:10]1[CH:18]=[N:17][CH:16]=[CH:15][C:11]=1[C:12]([OH:14])=O.[F:19][C:20]1[CH:27]=[CH:26][C:23]([CH2:24][NH2:25])=[CH:22][CH:21]=1, predict the reaction product. The product is: [F:19][C:20]1[CH:27]=[CH:26][C:23]([CH2:24][NH:25][C:12](=[O:14])[C:11]2[CH:15]=[CH:16][N:17]=[CH:18][C:10]=2[NH:9][C:3]2[CH:4]=[CH:5][C:6]([I:8])=[CH:7][C:2]=2[F:1])=[CH:22][CH:21]=1. (4) Given the reactants [CH3:1][C:2]1[NH:3][C:4]2[C:9]([CH:10]=1)=[CH:8][C:7]([CH3:11])=[CH:6][CH:5]=2.[Cl:12][C:13]1[C:22]2[C:17](=[C:18]([F:23])[CH:19]=[CH:20][CH:21]=2)[N:16]=[CH:15][CH:14]=1, predict the reaction product. The product is: [ClH:12].[CH3:1][C:2]1[NH:3][C:4]2[C:9]([C:10]=1[C:13]1[C:22]3[C:17](=[C:18]([F:23])[CH:19]=[CH:20][CH:21]=3)[N:16]=[CH:15][CH:14]=1)=[CH:8][C:7]([CH3:11])=[CH:6][CH:5]=2. (5) Given the reactants [Cl:1][C:2]1[CH:3]=[CH:4][C:5]([O:44][CH:45]([F:47])[F:46])=[C:6]([C:8]2[C:12]([NH:13][C:14]([C:16]3[CH:17]=[N:18][N:19]4[CH:24]=[CH:23][CH:22]=[N:21][C:20]=34)=[O:15])=[CH:11][N:10]([CH2:25][C:26]3[N:27]=[N:28][N:29]([CH:31]4[CH2:36][CH2:35][N:34](C(OC(C)(C)C)=O)[CH2:33][CH2:32]4)[CH:30]=3)[N:9]=2)[CH:7]=1.Cl.C(#N)C.O, predict the reaction product. The product is: [Cl:1][C:2]1[CH:3]=[CH:4][C:5]([O:44][CH:45]([F:47])[F:46])=[C:6]([C:8]2[C:12]([NH:13][C:14]([C:16]3[CH:17]=[N:18][N:19]4[CH:24]=[CH:23][CH:22]=[N:21][C:20]=34)=[O:15])=[CH:11][N:10]([CH2:25][C:26]3[N:27]=[N:28][N:29]([CH:31]4[CH2:32][CH2:33][NH:34][CH2:35][CH2:36]4)[CH:30]=3)[N:9]=2)[CH:7]=1. (6) Given the reactants Cl[CH2:2][CH2:3][CH2:4][N:5]1[C:14]2[C:9](=[CH:10][C:11]([CH3:16])=[C:12]([F:15])[CH:13]=2)[CH2:8][CH2:7][C:6]1=[O:17].[CH2:18]([CH:22]1[CH2:27][CH2:26][NH:25][CH2:24][CH2:23]1)[CH2:19][CH2:20][CH3:21].[Na+].[I-].C([O-])([O-])=O.[K+].[K+], predict the reaction product. The product is: [CH2:18]([CH:22]1[CH2:27][CH2:26][N:25]([CH2:2][CH2:3][CH2:4][N:5]2[C:14]3[C:9](=[CH:10][C:11]([CH3:16])=[C:12]([F:15])[CH:13]=3)[CH2:8][CH2:7][C:6]2=[O:17])[CH2:24][CH2:23]1)[CH2:19][CH2:20][CH3:21].